This data is from Full USPTO retrosynthesis dataset with 1.9M reactions from patents (1976-2016). The task is: Predict the reactants needed to synthesize the given product. (1) Given the product [CH2:1]([O:8][C:9]1[C:10]([C:18]([O:20][C:21]([CH3:24])([CH3:23])[CH3:22])=[O:19])=[N:11][C:12]([CH2:16][Cl:17])=[N:13][C:14]=1[O:15][CH2:25][O:26][CH3:27])[C:2]1[CH:7]=[CH:6][CH:5]=[CH:4][CH:3]=1, predict the reactants needed to synthesize it. The reactants are: [CH2:1]([O:8][C:9]1[C:10]([C:18]([O:20][C:21]([CH3:24])([CH3:23])[CH3:22])=[O:19])=[N:11][C:12]([CH2:16][Cl:17])=[N:13][C:14]=1[OH:15])[C:2]1[CH:7]=[CH:6][CH:5]=[CH:4][CH:3]=1.[CH3:25][O:26][CH2:27]Cl.C(N(C(C)C)CC)(C)C. (2) Given the product [CH2:1]([N:3]([C:4]1[CH:5]=[CH:6][C:7]([C:10]([OH:19])([C:11]([F:13])([F:14])[F:12])[C:15]([F:16])([F:18])[F:17])=[CH:8][CH:9]=1)[S:29]([C:26]1[CH:25]=[CH:24][C:23]([N+:20]([O-:22])=[O:21])=[CH:28][CH:27]=1)(=[O:30])=[O:31])[CH3:2], predict the reactants needed to synthesize it. The reactants are: [CH2:1]([NH:3][C:4]1[CH:9]=[CH:8][C:7]([C:10]([OH:19])([C:15]([F:18])([F:17])[F:16])[C:11]([F:14])([F:13])[F:12])=[CH:6][CH:5]=1)[CH3:2].[N+:20]([C:23]1[CH:28]=[CH:27][C:26]([S:29](Cl)(=[O:31])=[O:30])=[CH:25][CH:24]=1)([O-:22])=[O:21].CN(C1C=CC=CN=1)C. (3) Given the product [CH2:28]([N:35]1[CH2:39][C@:13]2([C:19](=[O:22])[CH2:20][OH:21])[C@@H:14]([CH2:15][C@H:16]3[C@H:17]4[C@@:9]([F:25])([C@:8]5([CH3:26])[C:3]([C@@H:2]([F:1])[CH2:18]4)=[CH:4][C:5](=[O:27])[CH:6]=[CH:7]5)[C@@H:10]([OH:24])[CH2:11][C@@:12]32[CH3:23])[CH2:36]1)[C:29]1[CH:34]=[CH:33][CH:32]=[CH:31][CH:30]=1, predict the reactants needed to synthesize it. The reactants are: [F:1][C@H:2]1[CH2:18][C@@H:17]2[C@:9]([F:25])([C@@H:10]([OH:24])[CH2:11][C@@:12]3([CH3:23])[C@H:16]2[CH2:15][CH:14]=[C:13]3[C:19](=[O:22])[CH2:20][OH:21])[C@:8]2([CH3:26])[C:3]1=[CH:4][C:5](=[O:27])[CH:6]=[CH:7]2.[CH2:28]([N:35]([CH2:39][Si](C)(C)C)[CH2:36]OC)[C:29]1[CH:34]=[CH:33][CH:32]=[CH:31][CH:30]=1.C1(C)C(C)=CC=CC=1.C(O)(C(F)(F)F)=O. (4) The reactants are: Br[CH2:2][C:3]1[CH:4]=[C:5]([CH:8]=[CH:9][CH:10]=1)[C:6]#[N:7].[CH:11]([NH2:14])([CH3:13])[CH3:12]. Given the product [CH:11]([NH:14][CH2:2][C:3]1[CH:4]=[C:5]([CH:8]=[CH:9][CH:10]=1)[C:6]#[N:7])([CH3:13])[CH3:12], predict the reactants needed to synthesize it. (5) The reactants are: [Cl:1][C:2]1[CH:3]=[C:4]([NH:9][C:10]2[C:19]3[C:14](=[CH:15][C:16]([O:23][CH2:24][CH:25]([F:27])[F:26])=[C:17]([N+:20]([O-])=O)[CH:18]=3)[N:13]=[CH:12][N:11]=2)[CH:5]=[CH:6][C:7]=1[F:8]. Given the product [Cl:1][C:2]1[CH:3]=[C:4]([NH:9][C:10]2[C:19]3[C:14](=[CH:15][C:16]([O:23][CH2:24][CH:25]([F:27])[F:26])=[C:17]([NH2:20])[CH:18]=3)[N:13]=[CH:12][N:11]=2)[CH:5]=[CH:6][C:7]=1[F:8], predict the reactants needed to synthesize it. (6) The reactants are: [CH3:1][C:2]1[C:3]([CH3:21])=[CH:4][C:5]2[N:14]([CH2:15][CH:16]=O)[C:13]3[C:8]([C:9](=[O:19])[NH:10][C:11](=[O:18])[N:12]=3)=[N:7][C:6]=2[CH:20]=1.[NH:22]1[CH2:26][CH2:25][CH2:24][C@H:23]1[C:27]1[N:28]=[N:29][NH:30][N:31]=1. Given the product [N:28]1[NH:29][N:30]=[N:31][C:27]=1[C@@H:23]1[CH2:24][CH2:25][CH2:26][N:22]1[CH2:16][CH2:15][N:14]1[C:13]2[C:8]([C:9](=[O:19])[NH:10][C:11](=[O:18])[N:12]=2)=[N:7][C:6]2[CH:20]=[C:2]([CH3:1])[C:3]([CH3:21])=[CH:4][C:5]1=2, predict the reactants needed to synthesize it.